From a dataset of Full USPTO retrosynthesis dataset with 1.9M reactions from patents (1976-2016). Predict the reactants needed to synthesize the given product. (1) Given the product [NH2:1][C:2]1[N:10]=[C:9]([O:11][CH2:12][CH2:13][CH2:14][CH3:15])[N:8]=[C:7]2[C:3]=1[NH:4][C:5](=[O:25])[N:6]2[CH2:16][C:17]1[CH:18]=[CH:19][C:20]([O:35][CH2:32][CH2:31][N:29]([CH3:30])[CH3:28])=[CH:21][CH:22]=1, predict the reactants needed to synthesize it. The reactants are: [NH2:1][C:2]1[N:10]=[C:9]([O:11][CH2:12][CH2:13][CH2:14][CH3:15])[N:8]=[C:7]2[C:3]=1[N:4]=[C:5]([O:25]C)[N:6]2[CH2:16][C:17]1[CH:22]=[CH:21][C:20](CO)=[CH:19][CH:18]=1.Cl.[CH3:28][N:29]([CH2:31][CH2:32]Cl)[CH3:30].C(=O)([O-])[O-:35].[K+].[K+]. (2) Given the product [C@H:26]1([CH2:36][N:1]2[CH2:6][CH2:5][CH:4]([NH:7][C:8]([C:10]3[NH:11][C:12]4[C:17]([CH:18]=3)=[C:16]([O:19][CH2:20][C:21]3[CH:25]=[CH:24][O:23][CH:22]=3)[CH:15]=[CH:14][CH:13]=4)=[O:9])[CH2:3][CH2:2]2)[C@@H:35]2[N:30]([CH2:31][CH2:32][CH2:33][CH2:34]2)[CH2:29][CH2:28][CH2:27]1, predict the reactants needed to synthesize it. The reactants are: [NH:1]1[CH2:6][CH2:5][CH:4]([NH:7][C:8]([C:10]2[NH:11][C:12]3[C:17]([CH:18]=2)=[C:16]([O:19][CH2:20][C:21]2[CH:25]=[CH:24][O:23][CH:22]=2)[CH:15]=[CH:14][CH:13]=3)=[O:9])[CH2:3][CH2:2]1.[C@H:26]1([CH2:36]O)[C@@H:35]2[N:30]([CH2:31][CH2:32][CH2:33][CH2:34]2)[CH2:29][CH2:28][CH2:27]1. (3) The reactants are: C(C(CCCC)C[OH:5])C.C(N(CC)CC)C.[C:17]1([CH2:23][C:24](Cl)=[O:25])[CH:22]=[CH:21][CH:20]=[CH:19][CH:18]=1. Given the product [C:17]1([CH2:23][C:24]([OH:25])=[O:5])[CH:22]=[CH:21][CH:20]=[CH:19][CH:18]=1, predict the reactants needed to synthesize it.